Task: Predict the product of the given reaction.. Dataset: Forward reaction prediction with 1.9M reactions from USPTO patents (1976-2016) (1) Given the reactants [CH2:1]([O:8][C:9]1[CH:16]=[N:15][CH:14]=[C:13]([O:17][CH2:18][C:19]2[CH:24]=[CH:23][CH:22]=[CH:21][CH:20]=2)[C:10]=1[C:11]#[N:12])[C:2]1[CH:7]=[CH:6][CH:5]=[CH:4][CH:3]=1.C([O-])([O-])=[O:26].[K+].[K+].OO.O, predict the reaction product. The product is: [CH2:1]([O:8][C:9]1[CH:16]=[N:15][CH:14]=[C:13]([O:17][CH2:18][C:19]2[CH:24]=[CH:23][CH:22]=[CH:21][CH:20]=2)[C:10]=1[C:11]([NH2:12])=[O:26])[C:2]1[CH:3]=[CH:4][CH:5]=[CH:6][CH:7]=1. (2) The product is: [NH2:9][C:3]1[C:2]([F:1])=[CH:7][N:6]([S:19]([C:13]2[CH:18]=[CH:17][CH:16]=[CH:15][CH:14]=2)(=[O:21])=[O:20])[C:5](=[O:8])[N:4]=1. Given the reactants [F:1][C:2]1[C:3]([NH2:9])=[N:4][C:5](=[O:8])[NH:6][CH:7]=1.CC#N.[C:13]1([S:19](Cl)(=[O:21])=[O:20])[CH:18]=[CH:17][CH:16]=[CH:15][CH:14]=1, predict the reaction product. (3) Given the reactants [CH2:1]([O:5][CH2:6][CH2:7][O:8][C:9]1[CH:14]=[CH:13][C:12]([C:15]2[CH:20]=[CH:19][C:18]([N:21]3[CH2:25][CH2:24][CH2:23][CH2:22]3)=[C:17](/[C:26](/[CH3:31])=[CH:27]/[C:28](O)=[O:29])[CH:16]=2)=[CH:11][CH:10]=1)[CH2:2][CH2:3][CH3:4].CN(C=O)C.C(Cl)(=O)C(Cl)=O.[CH2:43]([N:46]1[C:50]([CH2:51][S@@:52]([C:54]2[CH:60]=[CH:59][C:57]([NH2:58])=[CH:56][CH:55]=2)=[O:53])=[CH:49][N:48]=[CH:47]1)[CH2:44][CH3:45], predict the reaction product. The product is: [CH2:1]([O:5][CH2:6][CH2:7][O:8][C:9]1[CH:10]=[CH:11][C:12]([C:15]2[CH:20]=[CH:19][C:18]([N:21]3[CH2:25][CH2:24][CH2:23][CH2:22]3)=[C:17](/[C:26](/[CH3:31])=[CH:27]/[C:28]([NH:58][C:57]3[CH:56]=[CH:55][C:54]([S@:52]([CH2:51][C:50]4[N:46]([CH2:43][CH2:44][CH3:45])[CH:47]=[N:48][CH:49]=4)=[O:53])=[CH:60][CH:59]=3)=[O:29])[CH:16]=2)=[CH:13][CH:14]=1)[CH2:2][CH2:3][CH3:4]. (4) Given the reactants [C:1]([O:5][C:6](=[O:42])[CH2:7][C@H:8]([NH:16][C:17]([C@@H:19]1[CH2:24][CH2:23][CH2:22][N:21]([C:25](=[O:41])[CH2:26][CH2:27][CH:28]2[CH2:33][CH2:32][N:31]([C:34]([O:36][C:37]([CH3:40])([CH3:39])[CH3:38])=[O:35])[CH2:30][CH2:29]2)[CH2:20]1)=[O:18])[C:9]1[CH:10]=[N:11][CH:12]=[C:13]([OH:15])[CH:14]=1)([CH3:4])([CH3:3])[CH3:2].C(=O)([O-])[O-].[Cs+].[Cs+].[F:49][CH2:50][CH2:51]OS(C1C=CC(C)=CC=1)(=O)=O, predict the reaction product. The product is: [C:1]([O:5][C:6](=[O:42])[CH2:7][C@H:8]([NH:16][C:17]([C@@H:19]1[CH2:24][CH2:23][CH2:22][N:21]([C:25](=[O:41])[CH2:26][CH2:27][CH:28]2[CH2:29][CH2:30][N:31]([C:34]([O:36][C:37]([CH3:40])([CH3:39])[CH3:38])=[O:35])[CH2:32][CH2:33]2)[CH2:20]1)=[O:18])[C:9]1[CH:10]=[N:11][CH:12]=[C:13]([O:15][CH2:51][CH2:50][F:49])[CH:14]=1)([CH3:3])([CH3:2])[CH3:4].